From a dataset of Forward reaction prediction with 1.9M reactions from USPTO patents (1976-2016). Predict the product of the given reaction. Given the reactants F[C:2]1[CH:11]=[CH:10][C:5]([C:6]([O:8][CH3:9])=[O:7])=[CH:4][N:3]=1.[NH2:12][NH2:13], predict the reaction product. The product is: [NH:12]([C:2]1[CH:11]=[CH:10][C:5]([C:6]([O:8][CH3:9])=[O:7])=[CH:4][N:3]=1)[NH2:13].